Dataset: Full USPTO retrosynthesis dataset with 1.9M reactions from patents (1976-2016). Task: Predict the reactants needed to synthesize the given product. (1) Given the product [ClH:5].[ClH:39].[O:6]1[C:10]2[CH:11]=[CH:12][CH:13]=[CH:14][C:9]=2[CH:8]=[C:7]1[C:15]1[N:24]=[C:23]([NH:25][CH2:26][CH2:27][CH2:28][NH:32][CH3:30])[C:22]2[C:17](=[CH:18][CH:19]=[CH:20][CH:21]=2)[N:16]=1, predict the reactants needed to synthesize it. The reactants are: S([Cl:5])(C)(=O)=O.[O:6]1[C:10]2[CH:11]=[CH:12][CH:13]=[CH:14][C:9]=2[CH:8]=[C:7]1[C:15]1[N:24]=[C:23]([NH:25][CH2:26][CH2:27][CH2:28]O)[C:22]2[C:17](=[CH:18][CH:19]=[CH:20][CH:21]=2)[N:16]=1.[CH2:30]([N:32](CC)CC)C.CN.[ClH:39]. (2) Given the product [NH2:1][C:2]1[N:7]=[CH:6][C:5]([C:26]2[CH:31]=[CH:30][C:29]([S:32]([CH:35]3[CH2:36][CH2:37][N:38]([C:41]([O:43][C:44]([CH3:47])([CH3:46])[CH3:45])=[O:42])[CH2:39][CH2:40]3)(=[O:34])=[O:33])=[CH:28][CH:27]=2)=[N:4][C:3]=1[C:9]#[C:10][C:11]1[CH:16]=[CH:15][CH:14]=[C:13]([OH:17])[CH:12]=1, predict the reactants needed to synthesize it. The reactants are: [NH2:1][C:2]1[C:3]([C:9]#[C:10][C:11]2[CH:12]=[C:13]([OH:17])[CH:14]=[CH:15][CH:16]=2)=[N:4][C:5](Br)=[CH:6][N:7]=1.CC1(C)C(C)(C)OB([C:26]2[CH:31]=[CH:30][C:29]([S:32]([CH:35]3[CH2:40][CH2:39][N:38]([C:41]([O:43][C:44]([CH3:47])([CH3:46])[CH3:45])=[O:42])[CH2:37][CH2:36]3)(=[O:34])=[O:33])=[CH:28][CH:27]=2)O1.[O-]P([O-])([O-])=O.[K+].[K+].[K+].O. (3) The reactants are: [CH2:1]([C@@H:8]1[NH:13][CH2:12][CH2:11][N:10]([CH2:14][C:15]2[CH:20]=[CH:19][C:18](Br)=[CH:17][CH:16]=2)[CH2:9]1)[C:2]1[CH:7]=[CH:6][CH:5]=[CH:4][CH:3]=1.[CH3:22][C:23]1[CH:28]=[CH:27][C:26]([CH3:29])=[CH:25][C:24]=1B(O)O.C(=O)([O-])[O-].[Na+].[Na+].C1(C)C=CC=CC=1. Given the product [CH2:1]([C@@H:8]1[NH:13][CH2:12][CH2:11][N:10]([CH2:14][C:15]2[CH:20]=[CH:19][C:18]([C:24]3[CH:25]=[C:26]([CH3:29])[CH:27]=[CH:28][C:23]=3[CH3:22])=[CH:17][CH:16]=2)[CH2:9]1)[C:2]1[CH:7]=[CH:6][CH:5]=[CH:4][CH:3]=1, predict the reactants needed to synthesize it.